From a dataset of Catalyst prediction with 721,799 reactions and 888 catalyst types from USPTO. Predict which catalyst facilitates the given reaction. (1) Reactant: [C:1]([O:5][C:6]([N:8]1[CH2:13][CH2:12][CH:11]([C:14]2([CH3:24])[O:23][C:17]3=[CH:18][N:19]=[C:20](Cl)[CH:21]=[C:16]3[CH2:15]2)[CH2:10][CH2:9]1)=[O:7])([CH3:4])([CH3:3])[CH3:2].Cl.[CH3:26][S:27]([N:30]1[CH2:35][CH2:34][NH:33][CH2:32][CH2:31]1)(=[O:29])=[O:28].CC1(C)C2C(=C(P(C3C=CC=CC=3)C3C=CC=CC=3)C=CC=2)OC2C(P(C3C=CC=CC=3)C3C=CC=CC=3)=CC=CC1=2.CC([O-])(C)C.[K+]. Product: [C:1]([O:5][C:6]([N:8]1[CH2:13][CH2:12][CH:11]([C:14]2([CH3:24])[O:23][C:17]3=[CH:18][N:19]=[C:20]([N:33]4[CH2:34][CH2:35][N:30]([S:27]([CH3:26])(=[O:29])=[O:28])[CH2:31][CH2:32]4)[CH:21]=[C:16]3[CH2:15]2)[CH2:10][CH2:9]1)=[O:7])([CH3:4])([CH3:3])[CH3:2]. The catalyst class is: 491. (2) Reactant: [CH2:1]([O:3][CH2:4][C:5]1[N:6]([CH2:18][CH2:19][OH:20])[C:7]2[C:16]3[CH:15]=[CH:14][CH:13]=[CH:12][C:11]=3[N:10]=[CH:9][C:8]=2[N:17]=1)[CH3:2].[H-].[Na+].Br[CH2:24][CH2:25][CH2:26][O:27][CH2:28][C:29]1[CH:34]=[CH:33][CH:32]=[CH:31][CH:30]=1. Product: [CH2:28]([O:27][CH2:26][CH2:25][CH2:24][O:20][CH2:19][CH2:18][N:6]1[C:7]2[C:16]3[CH:15]=[CH:14][CH:13]=[CH:12][C:11]=3[N:10]=[CH:9][C:8]=2[N:17]=[C:5]1[CH2:4][O:3][CH2:1][CH3:2])[C:29]1[CH:34]=[CH:33][CH:32]=[CH:31][CH:30]=1. The catalyst class is: 9. (3) Reactant: [CH2:1]([O:23][CH:24]([CH3:32])[C:25]([O:27]C(C)(C)C)=[O:26])[CH2:2][CH2:3]/[CH:4]=[CH:5]\[CH2:6]/[CH:7]=[CH:8]\[CH2:9]/[CH:10]=[CH:11]\[CH2:12]/[CH:13]=[CH:14]\[CH2:15]/[CH:16]=[CH:17]\[CH2:18]/[CH:19]=[CH:20]\[CH2:21][CH3:22].[CH:33](O)=O. Product: [CH2:1]([O:23][CH:24]([CH2:32][CH3:33])[C:25]([OH:27])=[O:26])[CH2:2][CH2:3]/[CH:4]=[CH:5]\[CH2:6]/[CH:7]=[CH:8]\[CH2:9]/[CH:10]=[CH:11]\[CH2:12]/[CH:13]=[CH:14]\[CH2:15]/[CH:16]=[CH:17]\[CH2:18]/[CH:19]=[CH:20]\[CH2:21][CH3:22]. The catalyst class is: 27. (4) Reactant: [NH:1]1[CH2:6][CH2:5][CH:4]([N:7]2[C:15]3[C:10](=[CH:11][CH:12]=[C:13]([C:16]([NH2:18])=[O:17])[CH:14]=3)[CH:9]=[CH:8]2)[CH2:3][CH2:2]1.[CH2:19]([O:26][C:27]1[CH:32]=[CH:31][CH:30]=[C:29]([O:33][CH3:34])[C:28]=1[CH2:35][CH:36]=O)[C:20]1[CH:25]=[CH:24][CH:23]=[CH:22][CH:21]=1.C(O[BH-](OC(=O)C)OC(=O)C)(=O)C.[Na+].C(=O)(O)[O-].[Na+]. Product: [CH2:19]([O:26][C:27]1[CH:32]=[CH:31][CH:30]=[C:29]([O:33][CH3:34])[C:28]=1[CH2:35][CH2:36][N:1]1[CH2:2][CH2:3][CH:4]([N:7]2[C:15]3[C:10](=[CH:11][CH:12]=[C:13]([C:16]([NH2:18])=[O:17])[CH:14]=3)[CH:9]=[CH:8]2)[CH2:5][CH2:6]1)[C:20]1[CH:21]=[CH:22][CH:23]=[CH:24][CH:25]=1. The catalyst class is: 506. (5) Reactant: Br[C:2]1[S:6][C:5]([S:7]([NH:10][C:11]([CH3:14])([CH3:13])[CH3:12])(=[O:9])=[O:8])=[N:4][CH:3]=1.[Cl-].[Li+].C[Sn](C)C.C[Sn](C)C.Cl[C:26]1[N:35]=[C:34]([NH:36][CH2:37][C:38]2[CH:43]=[CH:42][CH:41]=[CH:40][N:39]=2)[C:33]2[C:28](=[CH:29][CH:30]=[CH:31][C:32]=2[C:44]2[CH:49]=[CH:48][CH:47]=[CH:46][CH:45]=2)[N:27]=1. Product: [C:11]([NH:10][S:7]([C:5]1[S:6][C:2]([C:26]2[N:35]=[C:34]([NH:36][CH2:37][C:38]3[CH:43]=[CH:42][CH:41]=[CH:40][N:39]=3)[C:33]3[C:28](=[CH:29][CH:30]=[CH:31][C:32]=3[C:44]3[CH:49]=[CH:48][CH:47]=[CH:46][CH:45]=3)[N:27]=2)=[CH:3][N:4]=1)(=[O:9])=[O:8])([CH3:14])([CH3:13])[CH3:12]. The catalyst class is: 12.